This data is from Reaction yield outcomes from USPTO patents with 853,638 reactions. The task is: Predict the reaction yield, written as a fraction of the theoretical maximum amount of product (1.0 means a 100% yield; for example, 0.34 means a 34% yield). (1) The catalyst is CO.[Pd]. The reactants are Cl[C:2]1[N:7]=[C:6]([C:8]2[CH:9]=[C:10]3[C:15](=[CH:16][C:17]=2[C:18]#[N:19])[N:14]([C:20]2[C:24]4[CH2:25][N:26]([C:29]([NH:31][CH3:32])=[O:30])[CH2:27][CH2:28][C:23]=4[N:22]([CH:33]4[CH2:38][CH2:37][O:36][CH2:35][CH2:34]4)[N:21]=2)[CH2:13][CH2:12][CH2:11]3)[CH:5]=[CH:4][N:3]=1. The product is [C:18]([C:17]1[CH:16]=[C:15]2[C:10]([CH2:11][CH2:12][CH2:13][N:14]2[C:20]2[C:24]3[CH2:25][N:26]([C:29]([NH:31][CH3:32])=[O:30])[CH2:27][CH2:28][C:23]=3[N:22]([CH:33]3[CH2:34][CH2:35][O:36][CH2:37][CH2:38]3)[N:21]=2)=[CH:9][C:8]=1[C:6]1[CH:5]=[CH:4][N:3]=[CH:2][N:7]=1)#[N:19]. The yield is 0.120. (2) The reactants are [CH3:1][C@H:2]1[C:6](=[O:7])[N:5]([C:8]([O:10][C:11]([CH3:14])([CH3:13])[CH3:12])=[O:9])[C@H:4]([C:15](OC)=[O:16])[CH2:3]1.[Li+].[BH4-].CCO. The catalyst is C1COCC1. The product is [OH:7][CH2:6][C@H:2]([CH3:1])[CH2:3][C@H:4]([NH:5][C:8](=[O:9])[O:10][C:11]([CH3:13])([CH3:12])[CH3:14])[CH2:15][OH:16]. The yield is 0.450. (3) The reactants are [OH:1][CH:2]1[CH:8]2[CH2:9][C:5]([C:10](O)=O)([CH2:6][CH2:7]2)[CH2:4][CH2:3]1.Cl.[NH2:14][C:15]1[C:16](=[O:29])[N:17]([CH2:26][CH2:27][CH3:28])[C:18](=[O:25])[N:19]([CH2:22][CH2:23][CH3:24])[C:20]=1[NH2:21]. No catalyst specified. The product is [OH:1][CH:2]1[CH:8]2[CH2:9][C:5]([C:10]3[NH:14][C:15]4[C:16](=[O:29])[N:17]([CH2:26][CH2:27][CH3:28])[C:18](=[O:25])[N:19]([CH2:22][CH2:23][CH3:24])[C:20]=4[N:21]=3)([CH2:6][CH2:7]2)[CH2:4][CH2:3]1. The yield is 0.440. (4) The reactants are [NH2:1][C:2]1[CH:7]=[CH:6][CH:5]=[CH:4][C:3]=1[C:8]1[NH:9][C:10]2[C:15]([CH:16]=1)=[CH:14][CH:13]=[CH:12][CH:11]=2.[OH:17][C:18]1[CH:28]=[CH:27][C:21]([O:22][CH2:23][C:24](O)=[O:25])=[CH:20][CH:19]=1. No catalyst specified. The product is [OH:17][C:18]1[CH:19]=[CH:20][C:21]([O:22][CH2:23][C:24]([NH:1][C:2]2[CH:7]=[CH:6][CH:5]=[CH:4][C:3]=2[C:8]2[NH:9][C:10]3[C:15]([CH:16]=2)=[CH:14][CH:13]=[CH:12][CH:11]=3)=[O:25])=[CH:27][CH:28]=1. The yield is 0.300. (5) The reactants are O[CH2:2][CH2:3][C:4]1[C:12]2[C:7](=[CH:8][CH:9]=[C:10]([C:13]#[N:14])[CH:11]=2)[NH:6][C:5]=1[Si:15]([CH2:20][CH3:21])([CH2:18][CH3:19])[CH2:16][CH3:17].C1(P(C2C=CC=CC=2)C2C=CC=CC=2)C=CC=CC=1.[Br:41]C(Br)(Br)Br. The catalyst is C1COCC1. The product is [Br:41][CH2:2][CH2:3][C:4]1[C:12]2[C:7](=[CH:8][CH:9]=[C:10]([C:13]#[N:14])[CH:11]=2)[NH:6][C:5]=1[Si:15]([CH2:20][CH3:21])([CH2:18][CH3:19])[CH2:16][CH3:17]. The yield is 0.860. (6) The reactants are [OH:1][C:2]1[N:10]=[CH:9][CH:8]=[CH:7][C:3]=1[C:4](O)=[O:5].C[Si](C)(C)N[Si](C)(C)C.Cl[Si](C)(C)C. The catalyst is C1(C)C=CC=CC=1. The product is [OH:5][CH2:4][C:3]1[C:2](=[O:1])[NH:10][CH:9]=[CH:8][CH:7]=1. The yield is 0.590. (7) The reactants are [C:1]([C:4]1[CH:5]=[N:6][C:7]2[C:12]([C:13]=1[NH:14][C:15]1[CH:16]=[N:17][C:18]([N:21]3[CH2:25][CH2:24][CH:23]([NH:26][C:27](=[O:33])[O:28][C:29]([CH3:32])([CH3:31])[CH3:30])[CH2:22]3)=[N:19][CH:20]=1)=[N:11][C:10](Cl)=[CH:9][CH:8]=2)(=[O:3])[CH3:2].[Cl:35][C:36]1[CH:41]=[C:40](B2OC(C)(C)C(C)(C)O2)[CH:39]=[C:38]([Cl:51])[C:37]=1[OH:52]. No catalyst specified. The product is [C:1]([C:4]1[CH:5]=[N:6][C:7]2[C:12]([C:13]=1[NH:14][C:15]1[CH:20]=[N:19][C:18]([N:21]3[CH2:25][CH2:24][CH:23]([NH:26][C:27](=[O:33])[O:28][C:29]([CH3:32])([CH3:31])[CH3:30])[CH2:22]3)=[N:17][CH:16]=1)=[N:11][C:10]([C:40]1[CH:41]=[C:36]([Cl:35])[C:37]([OH:52])=[C:38]([Cl:51])[CH:39]=1)=[CH:9][CH:8]=2)(=[O:3])[CH3:2]. The yield is 0.800.